The task is: Predict the reactants needed to synthesize the given product.. This data is from Full USPTO retrosynthesis dataset with 1.9M reactions from patents (1976-2016). (1) Given the product [Br:1][C:2]1[CH:3]=[CH:4][C:5]2[C:8]([CH:9]=1)=[N:25][N:24]([CH2:23][C:22]1[CH:26]=[CH:27][CH:28]=[CH:29][C:21]=1[F:20])[C:6]=2[NH2:7], predict the reactants needed to synthesize it. The reactants are: [Br:1][C:2]1[CH:9]=[CH:8][C:5]([C:6]#[N:7])=[C:4](F)[CH:3]=1.C(NC(C)C)(C)C.Cl.Cl.[F:20][C:21]1[CH:29]=[CH:28][CH:27]=[CH:26][C:22]=1[CH2:23][NH:24][NH2:25].O. (2) Given the product [CH:28]1([NH:31][C:25]([C:20]2[CH:21]=[C:22]3[C:17](=[CH:18][CH:19]=2)[CH2:16][N:15]([C:6]2[C:5]4[C:10](=[CH:11][C:12]([O:13][CH3:14])=[C:3]([O:2][CH3:1])[CH:4]=4)[N:9]=[CH:8][N:7]=2)[CH2:24][CH2:23]3)=[O:27])[CH2:30][CH2:29]1, predict the reactants needed to synthesize it. The reactants are: [CH3:1][O:2][C:3]1[CH:4]=[C:5]2[C:10](=[CH:11][C:12]=1[O:13][CH3:14])[N:9]=[CH:8][N:7]=[C:6]2[N:15]1[CH2:24][CH2:23][C:22]2[C:17](=[CH:18][CH:19]=[C:20]([C:25]([OH:27])=O)[CH:21]=2)[CH2:16]1.[CH:28]1([NH2:31])[CH2:30][CH2:29]1.CC(N=C=NC(C)C)C.ON1C2C=CC=CC=2N=N1. (3) Given the product [C:1]([O:5][C:6]([NH:8][CH2:9][C:10]1[C:11]([CH2:27][CH:28]([CH3:30])[CH3:29])=[N:12][C:13]([CH3:26])=[C:14]([C:18]=1[C:19]1[CH:24]=[CH:23][C:22]([CH3:25])=[CH:21][CH:20]=1)[C:15]([O:17][CH2:32][C:33]#[N:34])=[O:16])=[O:7])([CH3:4])([CH3:3])[CH3:2], predict the reactants needed to synthesize it. The reactants are: [C:1]([O:5][C:6]([NH:8][CH2:9][C:10]1[C:11]([CH2:27][CH:28]([CH3:30])[CH3:29])=[N:12][C:13]([CH3:26])=[C:14]([C:18]=1[C:19]1[CH:24]=[CH:23][C:22]([CH3:25])=[CH:21][CH:20]=1)[C:15]([OH:17])=[O:16])=[O:7])([CH3:4])([CH3:3])[CH3:2].Br[CH2:32][C:33]#[N:34].C(=O)([O-])[O-].[K+].[K+]. (4) Given the product [C:28]([C:18]1[CH:19]=[C:20]([C:21]2[CH:26]=[CH:25][CH:24]=[CH:23][C:22]=2[CH3:27])[C:15]([C:14]([N:13]([CH2:12][C:11]2[CH:10]=[C:9]([C:8]([F:45])([F:7])[F:46])[CH:40]=[C:39]([C:41]([F:43])([F:44])[F:42])[CH:38]=2)[CH3:37])=[O:36])=[CH:16][N:17]=1)(=[O:35])[C:29]1[CH:30]=[CH:31][CH:32]=[CH:33][CH:34]=1, predict the reactants needed to synthesize it. The reactants are: C(Cl)(=O)C(Cl)=O.[F:7][C:8]([F:46])([F:45])[C:9]1[CH:10]=[C:11]([CH:38]=[C:39]([C:41]([F:44])([F:43])[F:42])[CH:40]=1)[CH2:12][N:13]([CH3:37])[C:14](=[O:36])[C:15]1[C:20]([C:21]2[CH:26]=[CH:25][CH:24]=[CH:23][C:22]=2[CH3:27])=[CH:19][C:18]([CH:28]([OH:35])[C:29]2[CH:34]=[CH:33][CH:32]=[CH:31][CH:30]=2)=[N:17][CH:16]=1.C(N(CC)CC)C.